Task: Predict which catalyst facilitates the given reaction.. Dataset: Catalyst prediction with 721,799 reactions and 888 catalyst types from USPTO (1) Reactant: [Li]C(C)(C)C.[CH3:6][C:7]([Si:10]([CH3:20])([CH3:19])[O:11][CH2:12][CH2:13][C:14]1[O:15][CH:16]=[CH:17][CH:18]=1)([CH3:9])[CH3:8].[CH2:21]1[O:23][CH2:22]1.[NH4+].[Cl-]. Product: [CH3:9][C:7]([Si:10]([CH3:19])([CH3:20])[O:11][CH2:12][CH2:13][C:14]1[O:15][C:16]([CH2:21][CH2:22][OH:23])=[CH:17][CH:18]=1)([CH3:6])[CH3:8]. The catalyst class is: 1. (2) Reactant: [S:1]1[CH:5]=[C:4](B(O)O)[C:3]2[CH:9]=[CH:10][CH:11]=[CH:12][C:2]1=2.O.O=[CH:15][C:16]([OH:18])=[O:17].[NH2:19][C:20]1[CH:21]=[C:22]([CH:28]=[CH:29][CH:30]=1)[C:23]([O:25][CH2:26][CH3:27])=[O:24]. Product: [S:1]1[CH:5]=[C:4]([CH:15]([NH:19][C:20]2[CH:30]=[CH:29][CH:28]=[C:22]([C:23]([O:25][CH2:26][CH3:27])=[O:24])[CH:21]=2)[C:16]([OH:18])=[O:17])[C:3]2[CH:9]=[CH:10][CH:11]=[CH:12][C:2]1=2. The catalyst class is: 10. (3) Reactant: [CH:1]1([C:4]2[NH:8][N:7]=[C:6]([NH:9][C:10]3[C:15]([NH2:16])=[CH:14][N:13]=[C:12]([NH:17][C@H:18]([C:20]4[CH:25]=[CH:24][C:23]([F:26])=[CH:22][CH:21]=4)[CH3:19])[CH:11]=3)[CH:5]=2)[CH2:3][CH2:2]1.[C:27](O)(=O)C.C(N)=N.C([O-])(O)=O.[Na+].CCOC(C)=O. Product: [CH:1]1([C:4]2[NH:8][N:7]=[C:6]([N:9]3[C:10]4[CH:11]=[C:12]([NH:17][C@H:18]([C:20]5[CH:21]=[CH:22][C:23]([F:26])=[CH:24][CH:25]=5)[CH3:19])[N:13]=[CH:14][C:15]=4[N:16]=[CH:27]3)[CH:5]=2)[CH2:3][CH2:2]1. The catalyst class is: 14.